Dataset: NCI-60 drug combinations with 297,098 pairs across 59 cell lines. Task: Regression. Given two drug SMILES strings and cell line genomic features, predict the synergy score measuring deviation from expected non-interaction effect. (1) Drug 1: COC1=C(C=C2C(=C1)N=CN=C2NC3=CC(=C(C=C3)F)Cl)OCCCN4CCOCC4. Drug 2: C1=CC(=C2C(=C1NCCNCCO)C(=O)C3=C(C=CC(=C3C2=O)O)O)NCCNCCO. Cell line: HCC-2998. Synergy scores: CSS=41.9, Synergy_ZIP=8.24, Synergy_Bliss=9.93, Synergy_Loewe=11.1, Synergy_HSA=12.4. (2) Drug 1: CC1OCC2C(O1)C(C(C(O2)OC3C4COC(=O)C4C(C5=CC6=C(C=C35)OCO6)C7=CC(=C(C(=C7)OC)O)OC)O)O. Drug 2: CN(C)C1=NC(=NC(=N1)N(C)C)N(C)C. Cell line: BT-549. Synergy scores: CSS=35.7, Synergy_ZIP=10.3, Synergy_Bliss=11.3, Synergy_Loewe=-15.7, Synergy_HSA=6.97.